Task: Predict the reactants needed to synthesize the given product.. Dataset: Full USPTO retrosynthesis dataset with 1.9M reactions from patents (1976-2016) (1) Given the product [CH3:1][O:2][C:3]1[CH:28]=[CH:27][C:26]([O:29][CH3:30])=[CH:25][C:4]=1[C:5]([N:7]1[CH2:11][CH2:10][C:9]([CH2:12][CH2:13][N:49]2[CH2:50][CH2:51][CH2:52][N:46]([C:38]3[N:37]([CH2:36][CH2:35][O:34][CH2:32][CH3:33])[C:41]4[CH:42]=[CH:43][CH:44]=[CH:45][C:40]=4[N:39]=3)[CH2:47][CH2:48]2)([C:19]2[CH:24]=[CH:23][CH:22]=[CH:21][CH:20]=2)[CH2:8]1)=[O:6], predict the reactants needed to synthesize it. The reactants are: [CH3:1][O:2][C:3]1[CH:28]=[CH:27][C:26]([O:29][CH3:30])=[CH:25][C:4]=1[C:5]([N:7]1[CH2:11][CH2:10][C:9]([C:19]2[CH:24]=[CH:23][CH:22]=[CH:21][CH:20]=2)([CH2:12][CH2:13]OS(C)(=O)=O)[CH2:8]1)=[O:6].I.[CH2:32]([O:34][CH2:35][CH2:36][N:37]1[C:41]2[CH:42]=[CH:43][CH:44]=[CH:45][C:40]=2[N:39]=[C:38]1[N:46]1[CH2:52][CH2:51][CH2:50][NH:49][CH2:48][CH2:47]1)[CH3:33]. (2) Given the product [OH:11][CH2:10][C:9]([NH:8][C:6](=[O:7])[O:5][C:1]([CH3:2])([CH3:4])[CH3:3])([CH3:17])[CH2:13][CH:14]([CH3:15])[CH3:16], predict the reactants needed to synthesize it. The reactants are: [C:1]([O:5][C:6]([NH:8][C:9]([CH3:17])([CH2:13][CH:14]([CH3:16])[CH3:15])[C:10](O)=[O:11])=[O:7])([CH3:4])([CH3:3])[CH3:2].CN1CCOCC1.ClC(OCC(C)C)=O.[BH4-].[Na+]. (3) Given the product [C:1]1([S:7]([N:10]2[CH2:18][C:17]3[S:16][CH:15]=[N:14][C:13]=3[CH2:12]2)(=[O:9])=[O:8])[CH:6]=[CH:5][CH:4]=[CH:3][CH:2]=1, predict the reactants needed to synthesize it. The reactants are: [C:1]1([S:7]([NH2:10])(=[O:9])=[O:8])[CH:6]=[CH:5][CH:4]=[CH:3][CH:2]=1.Br[CH2:12][C:13]1[N:14]=[CH:15][S:16][C:17]=1[CH2:18]Br.[H-].[Na+]. (4) Given the product [CH3:29][O:28][C:11]1[C:12]2[C:13](=[O:27])[N:14]3[CH2:23][CH2:22][C:21]4[C:16]([C:15]3=[C:6]([C:4]([OH:5])=[O:3])[C:7]=2[CH:8]=[CH:9][C:10]=1[O:30][CH3:31])=[CH:17][C:18]1[O:26][CH2:25][O:24][C:19]=1[CH:20]=4, predict the reactants needed to synthesize it. The reactants are: C([O:3][C:4]([C:6]1[C:7]2[CH:8]=[CH:9][C:10]([O:30][CH3:31])=[C:11]([O:28][CH3:29])[C:12]=2[C:13](=[O:27])[N:14]2[CH2:23][CH2:22][C:21]3[C:16](=[CH:17][C:18]4[O:26][CH2:25][O:24][C:19]=4[CH:20]=3)[C:15]=12)=[O:5])C.